From a dataset of Full USPTO retrosynthesis dataset with 1.9M reactions from patents (1976-2016). Predict the reactants needed to synthesize the given product. (1) Given the product [CH2:28]([N:2]1[CH2:3][CH2:4][CH2:5][C:6]2[CH:11]=[C:10]([O:12][C:13]3[CH:21]=[CH:20][C:16]([C:17]([NH2:19])=[O:18])=[CH:15][N:14]=3)[CH:9]=[CH:8][C:7]=2[CH2:1]1)[CH2:29][C:30]1[CH:35]=[CH:34][CH:33]=[CH:32][CH:31]=1, predict the reactants needed to synthesize it. The reactants are: [CH2:1]1[C:7]2[CH:8]=[CH:9][C:10]([O:12][C:13]3[CH:21]=[CH:20][C:16]([C:17]([NH2:19])=[O:18])=[CH:15][N:14]=3)=[CH:11][C:6]=2[CH2:5][CH2:4][CH2:3][NH:2]1.C([O-])([O-])=O.[K+].[K+].[CH2:28](Br)[CH2:29][C:30]1[CH:35]=[CH:34][CH:33]=[CH:32][CH:31]=1. (2) Given the product [CH2:1]([O:5][C:6]1[C:11]([F:12])=[C:10]([N:14]2[CH2:19][CH2:18][CH2:17][CH2:16][CH2:15]2)[N:9]=[CH:8][N:7]=1)[C:2]#[C:3][CH3:4], predict the reactants needed to synthesize it. The reactants are: [CH2:1]([O:5][C:6]1[C:11]([F:12])=[C:10](Cl)[N:9]=[CH:8][N:7]=1)[C:2]#[C:3][CH3:4].[NH:14]1[CH2:19][CH2:18][CH2:17][CH2:16][CH2:15]1. (3) Given the product [C:1]([O:5][C:6]([N:8]1[CH2:13][CH2:12][N:11]([C:26](=[O:27])[C:25]2[CH:29]=[CH:30][C:22]([Br:21])=[CH:23][CH:24]=2)[CH2:10][CH2:9]1)=[O:7])([CH3:4])([CH3:2])[CH3:3], predict the reactants needed to synthesize it. The reactants are: [C:1]([O:5][C:6]([N:8]1[CH2:13][CH2:12][NH:11][CH2:10][CH2:9]1)=[O:7])([CH3:4])([CH3:3])[CH3:2].CCN(CC)CC.[Br:21][C:22]1[CH:30]=[CH:29][C:25]([C:26](Cl)=[O:27])=[CH:24][CH:23]=1. (4) Given the product [CH3:19][C:17]1[N:18]=[C:14]([C:8]2[N:7]=[C:6]3[C:5]4[CH:20]=[CH:21][C:2]([C:34]5[CH:33]=[N:32][N:31]([CH2:30][CH2:29][OH:28])[CH:35]=5)=[CH:3][C:4]=4[O:13][CH2:12][CH2:11][N:10]3[CH:9]=2)[NH:15][N:16]=1, predict the reactants needed to synthesize it. The reactants are: Br[C:2]1[CH:21]=[CH:20][C:5]2[C:6]3[N:10]([CH2:11][CH2:12][O:13][C:4]=2[CH:3]=1)[CH:9]=[C:8]([C:14]1[NH:15][N:16]=[C:17]([CH3:19])[N:18]=1)[N:7]=3.O1CCCCC1[O:28][CH2:29][CH2:30][N:31]1[CH:35]=[C:34](B2OC(C)(C)C(C)(C)O2)[CH:33]=[N:32]1. (5) Given the product [C:21]([O:20][C:18]([NH:6][C@H:5]([CH2:7][S:8][CH2:33][C:34]([O:36][CH3:37])=[O:35])[C:4]([O:3][CH3:2])=[O:9])=[O:19])([CH3:22])([CH3:23])[CH3:24], predict the reactants needed to synthesize it. The reactants are: Cl.[CH3:2][O:3][C:4](=[O:9])[C@@H:5]([CH2:7][SH:8])[NH2:6].[CH3:22][C:21]([O:20][C:18](O[C:18]([O:20][C:21]([CH3:24])([CH3:23])[CH3:22])=[O:19])=[O:19])([CH3:24])[CH3:23].CCN(CC)CC.Br[CH2:33][C:34]([O:36][CH3:37])=[O:35]. (6) The reactants are: [C:1]([Si:5]([O:8][C:9]1[CH:14]=[C:13]([CH2:15][CH3:16])[CH:12]=[CH:11][C:10]=1[F:17])([CH3:7])[CH3:6])([CH3:4])([CH3:3])[CH3:2].C([Li])(CC)C.CN([CH:26]=[O:27])C.[Cl-].[NH4+]. Given the product [Si:5]([O:8][C:9]1[C:10]([F:17])=[C:11]([CH:12]=[C:13]([CH2:15][CH3:16])[CH:14]=1)[CH:26]=[O:27])([C:1]([CH3:4])([CH3:3])[CH3:2])([CH3:7])[CH3:6], predict the reactants needed to synthesize it. (7) Given the product [CH3:33][O:34][C:35]([C:36]1[C:24]2[N:23]=[C:27]([NH:15][CH2:14][CH:11]3[CH2:12][CH2:13][N:8]([C:6]([O:5][C:1]([CH3:4])([CH3:3])[CH3:2])=[O:7])[CH2:9][CH2:10]3)[NH:26][C:25]=2[CH:39]=[CH:38][CH:37]=1)=[O:44], predict the reactants needed to synthesize it. The reactants are: [C:1]([O:5][C:6]([N:8]1[CH2:13][CH2:12][CH:11]([CH2:14][NH2:15])[CH2:10][CH2:9]1)=[O:7])([CH3:4])([CH3:3])[CH3:2].[CH:25]1[N:26]=[CH:27][N:23](C([N:23]2[CH:27]=[N:26][CH:25]=[CH:24]2)=S)[CH:24]=1.N1C=CN=C1.[CH3:33][O:34][C:35](=[O:44])[C:36]1C=C[CH:39]=[C:38](N)[C:37]=1N.C(N=C=NC(C)C)(C)C. (8) Given the product [CH2:3]1[C:4]2([CH2:8][CH:7]([C:9]([O:11][CH2:12][CH3:13])=[O:10])[CH2:6][N:5]2[C:19]([O:18][C:15]([CH3:17])([CH3:16])[CH3:14])=[O:20])[CH2:1][O:2]1, predict the reactants needed to synthesize it. The reactants are: [CH2:1]1[C:4]2([CH2:8][CH:7]([C:9]([O:11][CH2:12][CH3:13])=[O:10])[CH2:6][NH:5]2)[CH2:3][O:2]1.[CH3:14][C:15]([O:18][C:19](O[C:19]([O:18][C:15]([CH3:17])([CH3:16])[CH3:14])=[O:20])=[O:20])([CH3:17])[CH3:16].CCN(CC)CC. (9) Given the product [Cl:1][C:2]1[N:7]=[C:6]([CH2:8][OH:9])[CH:5]=[C:4]([NH:12][CH:13]2[CH2:18][CH2:17][O:16][CH2:15][CH2:14]2)[N:3]=1, predict the reactants needed to synthesize it. The reactants are: [Cl:1][C:2]1[N:7]=[C:6]([C:8](OC)=[O:9])[CH:5]=[C:4]([NH:12][CH:13]2[CH2:18][CH2:17][O:16][CH2:15][CH2:14]2)[N:3]=1.[BH4-].[Na+].O. (10) Given the product [CH3:25][N:16]1[C:17]2[CH:18]=[CH:19][CH:20]=[CH:21][C:22]=2[C:23]2[C:11](=[O:24])[NH:12][CH2:13][CH2:14][C:15]1=2, predict the reactants needed to synthesize it. The reactants are: C[Si]([N-][Si](C)(C)C)(C)C.[Na+].[C:11]1(=[O:24])[C:23]2[C:22]3[CH:21]=[CH:20][CH:19]=[CH:18][C:17]=3[NH:16][C:15]=2[CH2:14][CH2:13][NH:12]1.[CH3:25]N(C)C=O.IC.